This data is from Catalyst prediction with 721,799 reactions and 888 catalyst types from USPTO. The task is: Predict which catalyst facilitates the given reaction. (1) Reactant: [NH3:1].[F:2][C:3]1[CH:30]=[C:29]2[C:6]([CH:7]([CH2:31][C:32](O)=[O:33])[CH2:8][C:9]32[CH2:14][CH2:13][N:12]([C:15](=[O:28])/[CH:16]=[CH:17]/[C:18]2[CH:23]=[CH:22][CH:21]=[CH:20][C:19]=2[C:24]([F:27])([F:26])[F:25])[CH2:11][CH2:10]3)=[CH:5][CH:4]=1. Product: [F:2][C:3]1[CH:30]=[C:29]2[C:6]([CH:7]([CH2:31][C:32]([NH2:1])=[O:33])[CH2:8][C:9]32[CH2:10][CH2:11][N:12]([C:15](=[O:28])/[CH:16]=[CH:17]/[C:18]2[CH:23]=[CH:22][CH:21]=[CH:20][C:19]=2[C:24]([F:26])([F:25])[F:27])[CH2:13][CH2:14]3)=[CH:5][CH:4]=1. The catalyst class is: 12. (2) Reactant: [CH2:1]([C:3]1[N:7]=[C:6]([NH2:8])[NH:5][N:4]=1)[CH3:2].[NH:9]1[C:13]2[CH:14]=[CH:15][C:16]([C:18](=O)[CH2:19][C:20](OCC)=[O:21])=[CH:17][C:12]=2[N:11]=[N:10]1.CC1C=CC(S(O)(=O)=O)=CC=1. Product: [NH:9]1[C:13]2[CH:14]=[CH:15][C:16]([C:18]3[NH:8][C:6]4[N:5]([N:4]=[C:3]([CH2:1][CH3:2])[N:7]=4)[C:20](=[O:21])[CH:19]=3)=[CH:17][C:12]=2[N:11]=[N:10]1. The catalyst class is: 400. (3) Reactant: Cl[C:2]1[N:7]=[CH:6][N:5]=[C:4]([NH2:8])[C:3]=1[C:9]1[O:10][C:11]([CH3:14])=[N:12][N:13]=1.[NH2:15][C@H:16]([C:19]1[N:28]([CH:29]2[CH2:31][CH2:30]2)[C:27](=[O:32])[C:26]2[C:21](=[CH:22][CH:23]=[CH:24][C:25]=2[Cl:33])[N:20]=1)[CH2:17][CH3:18].CCN(C(C)C)C(C)C. Product: [NH2:8][C:4]1[N:5]=[CH:6][N:7]=[C:2]([NH:15][C@H:16]([C:19]2[N:28]([CH:29]3[CH2:30][CH2:31]3)[C:27](=[O:32])[C:26]3[C:21](=[CH:22][CH:23]=[CH:24][C:25]=3[Cl:33])[N:20]=2)[CH2:17][CH3:18])[C:3]=1[C:9]1[O:10][C:11]([CH3:14])=[N:12][N:13]=1. The catalyst class is: 114. (4) Reactant: Cl.[C:2]([NH:6][NH2:7])([CH3:5])([CH3:4])[CH3:3].C([O-])(=O)C.[Na+].Cl[C:14](=[CH2:17])[C:15]#[N:16]. Product: [C:2]([N:6]1[CH:17]=[CH:14][C:15]([NH2:16])=[N:7]1)([CH3:5])([CH3:4])[CH3:3]. The catalyst class is: 8. (5) Reactant: [F:1][C:2]1[CH:7]=[CH:6][C:5]([C:8]2[C:9]([CH2:29][CH2:30][CH2:31][CH2:32][C:33]([O:35][C:36]([CH3:39])([CH3:38])[CH3:37])=[O:34])=[N:10][C:11]3[C:16]([N:17]=2)=[CH:15][CH:14]=[C:13]([C:18](=[O:28])[NH:19][C@@H:20]([C:22]2[CH:27]=[CH:26][CH:25]=[CH:24][CH:23]=2)[CH3:21])[CH:12]=3)=[CH:4][CH:3]=1.[C:40](OC(=O)CCCCC1C(C2C=CC(F)=CC=2)=NC2C(N=1)=CC(C(O)=O)=CC=2)(C)(C)C.C1([C@H](N)C)C=CC=CC=1.[H-].[Na+].CI. Product: [F:1][C:2]1[CH:7]=[CH:6][C:5]([C:8]2[C:9]([CH2:29][CH2:30][CH2:31][CH2:32][C:33]([O:35][C:36]([CH3:38])([CH3:37])[CH3:39])=[O:34])=[N:10][C:11]3[C:16]([N:17]=2)=[CH:15][CH:14]=[C:13]([C:18](=[O:28])[N:19]([CH3:40])[C@@H:20]([C:22]2[CH:27]=[CH:26][CH:25]=[CH:24][CH:23]=2)[CH3:21])[CH:12]=3)=[CH:4][CH:3]=1. The catalyst class is: 3. (6) Reactant: [CH:1](NC(C)C)(C)C.C([Li])CCC.[CH:13]1([C:16]2[O:20][N:19]=[C:18]([C:21]3[CH:26]=[CH:25][CH:24]=[CH:23][C:22]=3[O:27][C:28]([F:31])([F:30])[F:29])[C:17]=2[CH2:32][O:33][C:34]2[CH:39]=[CH:38][C:37]([C:40]3[CH:41]=[CH:42][C:43]4[C:47]([C:48]([OH:50])=[O:49])=[CH:46][S:45][C:44]=4[CH:51]=3)=[C:36]([CH3:52])[CH:35]=2)[CH2:15][CH2:14]1.CI.[Cl-].[NH4+]. Product: [CH:13]1([C:16]2[O:20][N:19]=[C:18]([C:21]3[CH:26]=[CH:25][CH:24]=[CH:23][C:22]=3[O:27][C:28]([F:29])([F:30])[F:31])[C:17]=2[CH2:32][O:33][C:34]2[CH:39]=[CH:38][C:37]([C:40]3[CH:41]=[CH:42][C:43]4[C:47]([C:48]([OH:50])=[O:49])=[C:46]([CH3:1])[S:45][C:44]=4[CH:51]=3)=[C:36]([CH3:52])[CH:35]=2)[CH2:15][CH2:14]1. The catalyst class is: 299.